Dataset: Catalyst prediction with 721,799 reactions and 888 catalyst types from USPTO. Task: Predict which catalyst facilitates the given reaction. (1) Reactant: C[O:2]C1C(C2C=CC=CC=2C)=C(Cl)C=CC=1.Br.[H-].[Na+].C(Br)C=C.C(OCC=C)C=C.[CH2:31]([C:34]1[CH:39]=[CH:38][C:37]([Cl:40])=[C:36]([C:41]2[CH:46]=[CH:45][CH:44]=[CH:43][C:42]=2[Cl:47])[C:35]=1[OH:48])[CH:32]=[CH2:33].ClC1C=C(C=CC=1)C(OO)=O.C(=O)([O-])[O-].[K+].[K+]. Product: [Cl:47][C:42]1[CH:43]=[CH:44][CH:45]=[CH:46][C:41]=1[C:36]1[C:35]2[O:48][CH:32]([CH2:33][OH:2])[CH2:31][C:34]=2[CH:39]=[CH:38][C:37]=1[Cl:40]. The catalyst class is: 728. (2) Reactant: [C:1](=[O:4])([O-])[O-].[K+].[K+].[CH2:7]([O:14][C:15]1[CH:20]=[C:19]([O:21][CH2:22][O:23][CH3:24])[CH:18]=[CH:17][C:16]=1[C:25](=[O:28])[CH2:26]I)[C:8]1[CH:13]=[CH:12][CH:11]=[CH:10][CH:9]=1. Product: [CH2:7]([O:14][C:15]1[CH:16]=[CH:17][C:18]([CH2:1][OH:4])=[C:19]([CH:20]=1)[O:21][CH2:26][C:25]([C:16]1[CH:17]=[CH:18][C:19]([O:21][CH2:22][O:23][CH3:24])=[CH:20][C:15]=1[O:14][CH2:7][C:8]1[CH:13]=[CH:12][CH:11]=[CH:10][CH:9]=1)=[O:28])[C:8]1[CH:9]=[CH:10][CH:11]=[CH:12][CH:13]=1. The catalyst class is: 21. (3) Reactant: [O:1]=[C:2]1[NH:10][C:5]2=[N:6][CH:7]=[CH:8][CH:9]=[C:4]2[N:3]1[CH:11]1[CH2:16][CH2:15][N:14]([C:17]([O:19][C@H:20]2[C:26]3[N:27]=[C:28]([C:30]([F:33])([F:32])[F:31])[S:29][C:25]=3[C@@H:24]([NH:34]C(OC(C)(C)C)=O)[C@H:23]([C:42]3[CH:47]=[CH:46][CH:45]=[C:44]([F:48])[C:43]=3[F:49])[CH2:22][CH2:21]2)=[O:18])[CH2:13][CH2:12]1.FC(F)(F)C(O)=O. Product: [O:1]=[C:2]1[NH:10][C:5]2=[N:6][CH:7]=[CH:8][CH:9]=[C:4]2[N:3]1[CH:11]1[CH2:16][CH2:15][N:14]([C:17]([O:19][C@H:20]2[C:26]3[N:27]=[C:28]([C:30]([F:31])([F:32])[F:33])[S:29][C:25]=3[C@@H:24]([NH2:34])[C@H:23]([C:42]3[CH:47]=[CH:46][CH:45]=[C:44]([F:48])[C:43]=3[F:49])[CH2:22][CH2:21]2)=[O:18])[CH2:13][CH2:12]1. The catalyst class is: 2. (4) Reactant: O1CCOCC1.[C:7]1([C@H:17]([N:19]([CH2:27][C@@H:28]2[C@@H:32]([C:33]3[CH:38]=[CH:37][CH:36]=[CH:35][CH:34]=3)[CH2:31][NH:30][CH2:29]2)[C:20](=[O:26])[O:21][C:22]([CH3:25])([CH3:24])[CH3:23])[CH3:18])[C:16]2[C:11](=[CH:12][CH:13]=[CH:14][CH:15]=2)[CH:10]=[CH:9][CH:8]=1.[CH3:39][O:40][C:41]1[CH:42]=[C:43]([CH:48]=[CH:49][C:50]=1[NH:51][C:52](OC1C=CC([N+]([O-])=O)=CC=1)=[O:53])[C:44]([O:46][CH3:47])=[O:45]. The catalyst class is: 66. Product: [C:22]([O:21][C:20]([N:19]([CH2:27][C@@H:28]1[C@@H:32]([C:33]2[CH:34]=[CH:35][CH:36]=[CH:37][CH:38]=2)[CH2:31][N:30]([C:52]([NH:51][C:50]2[CH:49]=[CH:48][C:43]([C:44]([O:46][CH3:47])=[O:45])=[CH:42][C:41]=2[O:40][CH3:39])=[O:53])[CH2:29]1)[C@@H:17]([C:7]1[C:16]2[C:11](=[CH:12][CH:13]=[CH:14][CH:15]=2)[CH:10]=[CH:9][CH:8]=1)[CH3:18])=[O:26])([CH3:24])([CH3:25])[CH3:23].